From a dataset of Catalyst prediction with 721,799 reactions and 888 catalyst types from USPTO. Predict which catalyst facilitates the given reaction. (1) Reactant: [Cl:1][C:2]1[N:7]=[CH:6][C:5]([C:8]2([C:16]#[N:17])[CH2:13][CH2:12][C:11]([F:15])([F:14])[CH2:10][CH2:9]2)=[CH:4][CH:3]=1.Cl. Product: [F:15][C:11]1([F:14])[CH2:10][CH2:9][C:8]([CH2:16][NH2:17])([C:5]2[CH:6]=[N:7][C:2]([Cl:1])=[CH:3][CH:4]=2)[CH2:13][CH2:12]1. The catalyst class is: 1. (2) Reactant: [C:1]([N:4]1[C:13]2[C:8](=[CH:9][C:10]([C:14]3[CH:22]=[CH:21][C:17]([C:18]([OH:20])=O)=[CH:16][N:15]=3)=[CH:11][CH:12]=2)[C@H:7]([NH:23][C:24]([O:26][C:27]([CH3:30])([CH3:29])[CH3:28])=[O:25])[CH2:6][C@@H:5]1[CH3:31])(=[O:3])[CH3:2].[NH:32]1[CH2:37][CH2:36][O:35][CH2:34][CH2:33]1.CN(C(ON1N=NC2C=CC=NC1=2)=[N+](C)C)C.F[P-](F)(F)(F)(F)F.CCN(C(C)C)C(C)C. Product: [C:1]([N:4]1[C:13]2[C:8](=[CH:9][C:10]([C:14]3[CH:22]=[CH:21][C:17]([C:18]([N:32]4[CH2:37][CH2:36][O:35][CH2:34][CH2:33]4)=[O:20])=[CH:16][N:15]=3)=[CH:11][CH:12]=2)[C@H:7]([NH:23][C:24](=[O:25])[O:26][C:27]([CH3:30])([CH3:28])[CH3:29])[CH2:6][C@@H:5]1[CH3:31])(=[O:3])[CH3:2]. The catalyst class is: 3. (3) The catalyst class is: 12. Reactant: C(OC([NH:8][C:9]1[CH:10]=[C:11]([CH:22]=[CH:23][CH:24]=1)[CH2:12][C:13]1[CH:14]=[C:15]([C:18]([O:20][CH3:21])=[O:19])[S:16][CH:17]=1)=O)(C)(C)C.CCOC(C)=O.Cl.C([O-])(O)=O.[Na+]. Product: [NH2:8][C:9]1[CH:10]=[C:11]([CH:22]=[CH:23][CH:24]=1)[CH2:12][C:13]1[CH:14]=[C:15]([C:18]([O:20][CH3:21])=[O:19])[S:16][CH:17]=1. (4) Product: [ClH:1].[Cl:1][C:2]1[CH:3]=[C:4]([O:22][CH2:23][C:24]2[C:29]([F:30])=[CH:28][CH:27]=[CH:26][C:25]=2[F:31])[C:5]2[N:6]([C:8]([C:12]([NH:14][C@H:15]([CH2:18][CH2:19][CH2:20][CH3:21])[CH2:16][Cl:34])=[O:13])=[C:9]([CH3:11])[N:10]=2)[CH:7]=1. The catalyst class is: 4. Reactant: [Cl:1][C:2]1[CH:3]=[C:4]([O:22][CH2:23][C:24]2[C:29]([F:30])=[CH:28][CH:27]=[CH:26][C:25]=2[F:31])[C:5]2[N:6]([C:8]([C:12]([NH:14][C@H:15]([CH2:18][CH2:19][CH2:20][CH3:21])[CH2:16]O)=[O:13])=[C:9]([CH3:11])[N:10]=2)[CH:7]=1.S(Cl)([Cl:34])=O. (5) The catalyst class is: 2. Reactant: [Cl:1][C:2]1[CH:11]=[C:10]2[C:5]([C:6](=[O:29])[C:7]([CH2:18][NH:19][C:20]([NH:22][CH:23]3[CH2:28][CH2:27][NH:26][CH2:25][CH2:24]3)=[O:21])=[CH:8][N:9]2[C:12]2[CH:17]=[CH:16][CH:15]=[CH:14][CH:13]=2)=[CH:4][CH:3]=1.Cl[C:31]([O:33][C:34]1[CH:39]=[CH:38][CH:37]=[CH:36][CH:35]=1)=[O:32].C(N(CC)C(C)C)(C)C. Product: [C:34]1([O:33][C:31]([N:26]2[CH2:27][CH2:28][CH:23]([NH:22][C:20]([NH:19][CH2:18][C:7]3[C:6](=[O:29])[C:5]4[C:10](=[CH:11][C:2]([Cl:1])=[CH:3][CH:4]=4)[N:9]([C:12]4[CH:13]=[CH:14][CH:15]=[CH:16][CH:17]=4)[CH:8]=3)=[O:21])[CH2:24][CH2:25]2)=[O:32])[CH:39]=[CH:38][CH:37]=[CH:36][CH:35]=1.